From a dataset of Full USPTO retrosynthesis dataset with 1.9M reactions from patents (1976-2016). Predict the reactants needed to synthesize the given product. (1) Given the product [CH2:1]([O:3][C:4]1[CH:9]=[CH:8][C:7]([S:10]([N:43]2[CH2:44][CH2:45][N:40]([CH3:39])[CH2:41][CH2:42]2)(=[O:12])=[O:11])=[CH:6][C:5]=1[C:14]1[NH:19][C:18](=[O:20])[C:17]2=[C:21]([CH3:29])[N:22]=[C:23]([CH:24]([CH2:27][CH3:28])[CH2:25][CH3:26])[N:16]2[N:15]=1)[CH3:2], predict the reactants needed to synthesize it. The reactants are: [CH2:1]([O:3][C:4]1[CH:9]=[CH:8][C:7]([S:10](Cl)(=[O:12])=[O:11])=[CH:6][C:5]=1[C:14]1[NH:19][C:18](=[O:20])[C:17]2=[C:21]([CH3:29])[N:22]=[C:23]([CH:24]([CH2:27][CH3:28])[CH2:25][CH3:26])[N:16]2[N:15]=1)[CH3:2].CN(C1C=CC=CN=1)C.[CH3:39][N:40]1[CH2:45][CH2:44][NH:43][CH2:42][CH2:41]1. (2) Given the product [C:1](/[C:3](/[C:18]1[CH:41]=[CH:40][N+:21]2[C:22]3[C:27]([C:28]([CH3:29])([CH3:30])[C:20]=2[CH:19]=1)=[CH:26][C:25]([CH2:31][N:32]([CH2:33][CH2:34][CH2:35][S:36]([O-:39])(=[O:37])=[O:38])[C:44](=[O:45])[CH2:43][I:42])=[CH:24][CH:23]=3)=[CH:4]\[CH:5]=[CH:6]\[C:7]1[C:12](=[O:13])[N:11]([CH3:14])[C:10](=[O:15])[N:9]([CH3:16])[C:8]=1[O-:17])#[N:2].[CH2:58]([NH+:54]([CH:55]([CH3:57])[CH3:56])[CH:51]([CH3:53])[CH3:52])[CH3:59], predict the reactants needed to synthesize it. The reactants are: [C:1](/[C:3](/[C:18]1[CH:41]=[CH:40][N+:21]2[C:22]3[C:27]([C:28]([CH3:30])([CH3:29])[C:20]=2[CH:19]=1)=[CH:26][C:25]([CH2:31][NH2+:32][CH2:33][CH2:34][CH2:35][S:36]([O-:39])(=[O:38])=[O:37])=[CH:24][CH:23]=3)=[CH:4]\[CH:5]=[CH:6]\[C:7]1[C:8](=[O:17])[N:9]([CH3:16])[C:10](=[O:15])[N:11]([CH3:14])[C:12]=1[O-:13])#[N:2].[I:42][CH2:43][C:44](O[C:44](=[O:45])[CH2:43][I:42])=[O:45].[CH:51]([N:54]([CH2:58][CH3:59])[CH:55]([CH3:57])[CH3:56])([CH3:53])[CH3:52].C(OCC)C. (3) The reactants are: [Cl:1][C:2]1[CH:7]=[CH:6][CH:5]=[C:4]([Cl:8])[C:3]=1[C:9]1[C:20](=N)[N:19]([CH3:22])[C:12]2[N:13]=[C:14]([S:17][CH3:18])[N:15]=[CH:16][C:11]=2[CH:10]=1.C(OC(=O)C)(=[O:25])C. Given the product [Cl:1][C:2]1[CH:7]=[CH:6][CH:5]=[C:4]([Cl:8])[C:3]=1[C:9]1[C:20](=[O:25])[N:19]([CH3:22])[C:12]2[N:13]=[C:14]([S:17][CH3:18])[N:15]=[CH:16][C:11]=2[CH:10]=1, predict the reactants needed to synthesize it. (4) Given the product [Br:5][C:6]1[CH:7]=[CH:8][C:9]([F:13])=[C:10]([S:12][CH:15]2[CH2:20][CH2:19][CH2:18][O:17][CH2:16]2)[CH:11]=1, predict the reactants needed to synthesize it. The reactants are: CS(C)=O.[Br:5][C:6]1[CH:7]=[CH:8][C:9]([F:13])=[C:10]([SH:12])[CH:11]=1.Br[CH:15]1[CH2:20][CH2:19][CH2:18][O:17][CH2:16]1.C(=O)([O-])[O-].[Cs+].[Cs+]. (5) Given the product [C:14]([C:7]1[C:6]([OH:16])=[C:5]([OH:4])[CH:10]=[C:9]([C:11]#[N:12])[C:8]=1[C:23]1[S:27][C:26]([C:28]([OH:30])=[O:29])=[CH:25][CH:24]=1)#[N:15], predict the reactants needed to synthesize it. The reactants are: C([O:4][C:5]1[CH:10]=[C:9]([C:11]#[N:12])[C:8](Br)=[C:7]([C:14]#[N:15])[C:6]=1[O:16]C(=O)C)(=O)C.B([C:23]1[S:27][C:26]([C:28]([OH:30])=[O:29])=[CH:25][CH:24]=1)(O)O. (6) Given the product [C:32]([CH2:31][C@H:25]1[CH2:26][CH2:27][C@H:28]([NH:30][C:2]2[C:7]([N+:8]([O-:10])=[O:9])=[CH:6][N:5]=[C:4]3[CH:11]=[CH:12][S:13][C:3]=23)[CH2:29][C@H:24]1[NH:23][C:22](=[O:34])[O:21][CH2:14][C:15]1[CH:20]=[CH:19][CH:18]=[CH:17][CH:16]=1)#[N:33], predict the reactants needed to synthesize it. The reactants are: Cl[C:2]1[C:7]([N+:8]([O-:10])=[O:9])=[CH:6][N:5]=[C:4]2[CH:11]=[CH:12][S:13][C:3]=12.[CH2:14]([O:21][C:22](=[O:34])[NH:23][C@@H:24]1[CH2:29][C@@H:28]([NH2:30])[CH2:27][CH2:26][C@@H:25]1[CH2:31][C:32]#[N:33])[C:15]1[CH:20]=[CH:19][CH:18]=[CH:17][CH:16]=1.C(N(CC)CC)C. (7) Given the product [C:1]([C:3]1[C:4]([N:22]2[CH2:27][CH2:26][CH:25]([C:28](=[O:29])[NH:42][S:39]([CH2:38][C:35]3[CH:36]=[CH:37][C:32]([CH3:31])=[CH:33][CH:34]=3)(=[O:40])=[O:41])[CH2:24][CH2:23]2)=[N:5][C:6]([CH2:14][N:15]2[CH2:20][CH2:19][CH2:18][CH2:17][C:16]2=[O:21])=[C:7]([CH:8]=1)[C:9]([O:11][CH2:12][CH3:13])=[O:10])#[N:2], predict the reactants needed to synthesize it. The reactants are: [C:1]([C:3]1[C:4]([N:22]2[CH2:27][CH2:26][CH:25]([C:28](O)=[O:29])[CH2:24][CH2:23]2)=[N:5][C:6]([CH2:14][N:15]2[CH2:20][CH2:19][CH2:18][CH2:17][C:16]2=[O:21])=[C:7]([C:9]([O:11][CH2:12][CH3:13])=[O:10])[CH:8]=1)#[N:2].[CH3:31][C:32]1[CH:37]=[CH:36][C:35]([CH2:38][S:39]([NH2:42])(=[O:41])=[O:40])=[CH:34][CH:33]=1.